This data is from Catalyst prediction with 721,799 reactions and 888 catalyst types from USPTO. The task is: Predict which catalyst facilitates the given reaction. (1) The catalyst class is: 41. Reactant: [NH3:1].[CH2:2]([O:4][C:5]([C:7]1[C:8]2[S:16][CH:15]=[C:14]([CH2:17][O:18][C:19]3[CH:24]=[C:23]([O:25][CH2:26][C:27]4[CH:32]=[CH:31][CH:30]=[CH:29][CH:28]=4)[CH:22]=[CH:21][C:20]=3[CH3:33])[C:9]=2[C:10](Cl)=[N:11][CH:12]=1)=[O:6])[CH3:3]. Product: [CH2:2]([O:4][C:5]([C:7]1[C:8]2[S:16][CH:15]=[C:14]([CH2:17][O:18][C:19]3[CH:24]=[C:23]([O:25][CH2:26][C:27]4[CH:32]=[CH:31][CH:30]=[CH:29][CH:28]=4)[CH:22]=[CH:21][C:20]=3[CH3:33])[C:9]=2[C:10]([NH2:1])=[N:11][CH:12]=1)=[O:6])[CH3:3]. (2) Reactant: Br[C:2]1[CH:7]=[CH:6][N:5]=[C:4]2[NH:8][CH:9]=[CH:10][C:3]=12.[C:11]([NH:14][C:15]1[CH:20]=[CH:19][CH:18]=[CH:17][C:16]=1B(O)O)(=[O:13])[CH3:12].C([O-])([O-])=O.[Na+].[Na+].O. Product: [NH:8]1[C:4]2=[N:5][CH:6]=[CH:7][C:2]([C:16]3[CH:17]=[CH:18][CH:19]=[CH:20][C:15]=3[NH:14][C:11](=[O:13])[CH3:12])=[C:3]2[CH:10]=[CH:9]1. The catalyst class is: 104. (3) Reactant: Cl[C:2](OC1C=CC([N+]([O-])=O)=CC=1)=[O:3].[CH2:14]([C:18]1[CH:19]=[C:20]([CH:39]=[C:40]([OH:42])[CH:41]=1)[O:21][CH2:22][C:23]1[C:31]2[C:26](=[CH:27][CH:28]=[CH:29][CH:30]=2)[N:25]([C:32]([O:34][C:35]([CH3:38])([CH3:37])[CH3:36])=[O:33])[CH:24]=1)[CH2:15][CH2:16][CH3:17].C(N(C(C)C)CC)(C)C.[CH3:52][N:53]1[CH2:58][CH2:57][N:56]([CH2:59][CH2:60][NH2:61])[CH2:55][CH2:54]1. Product: [CH2:14]([C:18]1[CH:19]=[C:20]([CH:39]=[C:40]([O:42][C:2](=[O:3])[NH:61][CH2:60][CH2:59][N:56]2[CH2:57][CH2:58][N:53]([CH3:52])[CH2:54][CH2:55]2)[CH:41]=1)[O:21][CH2:22][C:23]1[C:31]2[C:26](=[CH:27][CH:28]=[CH:29][CH:30]=2)[N:25]([C:32]([O:34][C:35]([CH3:37])([CH3:36])[CH3:38])=[O:33])[CH:24]=1)[CH2:15][CH2:16][CH3:17]. The catalyst class is: 4. (4) Reactant: [CH2:1](Cl)[C:2]1[CH:7]=[CH:6][CH:5]=[CH:4][CH:3]=1.[Br:9][C:10]1[C:18]2[N:17]=[C:16]([CH3:19])[NH:15][C:14]=2[CH:13]=[CH:12][CH:11]=1.[H-].[Na+]. Product: [CH2:1]([N:15]1[C:14]2[CH:13]=[CH:12][CH:11]=[C:10]([Br:9])[C:18]=2[N:17]=[C:16]1[CH3:19])[C:2]1[CH:7]=[CH:6][CH:5]=[CH:4][CH:3]=1. The catalyst class is: 121. (5) Reactant: [F:1][C:2]1[CH:3]=[C:4]2[C:9](=[CH:10][C:11]=1[F:12])[N:8]=[CH:7][C:6]([C:13]([O:15]CC)=[O:14])=[CH:5]2.[OH-].[K+].O. Product: [F:1][C:2]1[CH:3]=[C:4]2[C:9](=[CH:10][C:11]=1[F:12])[N:8]=[CH:7][C:6]([C:13]([OH:15])=[O:14])=[CH:5]2. The catalyst class is: 8. (6) Reactant: [C:1]([C:5]1[CH:11]=[C:10]([OH:12])[CH:9]=[CH:8][C:6]=1[OH:7])([CH3:4])([CH3:3])[CH3:2].Br[C:14]1[N:19]=[C:18]([CH3:20])[C:17]([CH:21]=[O:22])=[CH:16][CH:15]=1.C([O-])([O-])=O.[K+].[K+]. Product: [C:1]([C:5]1[CH:11]=[C:10]([CH:9]=[CH:8][C:6]=1[OH:7])[O:12][C:14]1[N:19]=[C:18]([CH3:20])[C:17]([CH:21]=[O:22])=[CH:16][CH:15]=1)([CH3:4])([CH3:2])[CH3:3]. The catalyst class is: 3.